This data is from Reaction yield outcomes from USPTO patents with 853,638 reactions. The task is: Predict the reaction yield, written as a fraction of the theoretical maximum amount of product (1.0 means a 100% yield; for example, 0.34 means a 34% yield). (1) The reactants are [CH:1]1([CH:6]([N:10]2[CH:14]=[C:13]([C:15]3[C:16]4[CH:23]=[CH:22][N:21](COCC[Si](C)(C)C)[C:17]=4[N:18]=[CH:19][N:20]=3)[CH:12]=[N:11]2)[CH2:7][CH:8]=[CH2:9])[CH2:5][CH2:4][CH2:3][CH2:2]1.[C:32]([OH:38])([C:34]([F:37])([F:36])[F:35])=[O:33]. The catalyst is C(Cl)Cl. The product is [F:35][C:34]([F:37])([F:36])[C:32]([OH:38])=[O:33].[CH:1]1([CH:6]([N:10]2[CH:14]=[C:13]([C:15]3[C:16]4[CH:23]=[CH:22][NH:21][C:17]=4[N:18]=[CH:19][N:20]=3)[CH:12]=[N:11]2)[CH2:7][CH:8]=[CH2:9])[CH2:5][CH2:4][CH2:3][CH2:2]1. The yield is 0.800. (2) The reactants are [Al+3].[Cl-].[Cl-].[Cl-].C(O[C:9](=[O:11])[CH3:10])(=O)C.[C:12]1([S:18]([N:21]2[C:29]3[C:24](=[CH:25][CH:26]=[CH:27][CH:28]=3)[CH2:23][CH2:22]2)(=[O:20])=[O:19])[CH:17]=[CH:16][CH:15]=[CH:14][CH:13]=1. The catalyst is C(Cl)Cl. The product is [C:12]1([S:18]([N:21]2[C:29]3[C:24](=[CH:25][C:26]([C:9](=[O:11])[CH3:10])=[CH:27][CH:28]=3)[CH2:23][CH2:22]2)(=[O:20])=[O:19])[CH:13]=[CH:14][CH:15]=[CH:16][CH:17]=1. The yield is 0.790. (3) The reactants are [CH3:1][O:2][C:3]1[C:8]([O:9][CH3:10])=[CH:7][CH:6]=[CH:5][C:4]=1[OH:11].F[C:13]1[CH:18]=[CH:17][C:16]([F:19])=[CH:15][C:14]=1[N+:20]([O-:22])=[O:21].[CH3:23][O:24][C:25]1[C:39]([O:40][CH3:41])=[CH:38][CH:37]=[CH:36][C:26]=1[O:27][C:28]1[CH:34]=[CH:33][C:32]([F:35])=[CH:31][C:29]=1[NH2:30].[NH2:42][C:43]1[S:44][CH:45]=[CH:46][N:47]=1. No catalyst specified. The product is [CH3:1][O:2][C:3]1[C:8]([O:9][CH3:10])=[CH:7][CH:6]=[CH:5][C:4]=1[O:11][C:13]1[CH:18]=[CH:17][C:16]([F:19])=[CH:15][C:14]=1[N+:20]([O-:22])=[O:21].[CH3:23][O:24][C:25]1[C:39]([O:40][CH3:41])=[CH:38][CH:37]=[CH:36][C:26]=1[O:27][C:28]1[CH:34]=[CH:33][C:32]([F:35])=[CH:31][C:29]=1[NH:30][C:4]([NH:42][C:43]1[S:44][CH:45]=[CH:46][N:47]=1)=[O:11]. The yield is 0.680. (4) The reactants are [CH3:1][O:2][C:3]1[CH:8]=[CH:7][CH:6]=[C:5]([CH3:9])[C:4]=1[N:10]1[CH:14]=[C:13]([C:15]([F:18])([F:17])[F:16])[CH:12]=[N:11]1.B1(B2OC(C)(C)C(C)(C)O2)OC(C)(C)C(C)(C)[O:20]1.OOS([O-])=O.[K+]. The catalyst is CO.CO.C1CC=CCCC=C1.C1CC=CCCC=C1.[Ir].[Ir].O. The product is [CH3:1][O:2][C:3]1[CH:8]=[C:7]([OH:20])[CH:6]=[C:5]([CH3:9])[C:4]=1[N:10]1[CH:14]=[C:13]([C:15]([F:18])([F:17])[F:16])[CH:12]=[N:11]1. The yield is 0.330. (5) The reactants are [C:1]([CH2:3][CH2:4][NH:5][C:6]([CH:8]1[CH2:13][CH2:12][N:11]([CH2:14][CH2:15][C:16]2[CH:21]=[CH:20][C:19]([O:22][C:23]3[S:24][C:25]4[CH:31]=[CH:30][CH:29]=[CH:28][C:26]=4[N:27]=3)=[CH:18][CH:17]=2)[CH2:10][CH2:9]1)=O)#[N:2].C1(P(C2C=CC=CC=2)C2C=CC=CC=2)C=CC=CC=1.N(C(OC(C)C)=O)=NC(OC(C)C)=O.[N:65]([Si](C)(C)C)=[N+:66]=[N-:67]. The catalyst is CC#N. The product is [S:24]1[C:25]2[CH:31]=[CH:30][CH:29]=[CH:28][C:26]=2[N:27]=[C:23]1[O:22][C:19]1[CH:20]=[CH:21][C:16]([CH2:15][CH2:14][N:11]2[CH2:12][CH2:13][CH:8]([C:6]3[N:5]([CH2:4][CH2:3][C:1]#[N:2])[N:67]=[N:66][N:65]=3)[CH2:9][CH2:10]2)=[CH:17][CH:18]=1. The yield is 0.830. (6) The reactants are ClCCCl.CC#N.C(OC1[CH:16]=[CH:15][C:14]([CH2:17][C:18]([NH:20][C:21]2[CH:26]=[C:25]([NH:27][CH3:28])[CH:24]=[CH:23][C:22]=2[N+:29]([O-:31])=[O:30])=[O:19])=[CH:13]C=1)C.[C:32](Cl)(=[O:37])[CH2:33][CH:34]([CH3:36])[CH3:35].[CH3:39][CH2:40][O:41][CH2:42][CH3:43]. The catalyst is CN(C1C=CN=CC=1)C. The product is [CH2:40]([O:41][C:42]1[CH:16]=[CH:15][C:14]([CH2:17][C:18]([NH:20][C:21]2[CH:26]=[C:25]([N:27]([CH3:28])[C:32](=[O:37])[CH2:33][CH:34]([CH3:36])[CH3:35])[CH:24]=[CH:23][C:22]=2[N+:29]([O-:31])=[O:30])=[O:19])=[CH:13][CH:43]=1)[CH3:39]. The yield is 0.990. (7) The reactants are ClC1C=CN=C2C=CSC=12.[F:11][C:12]1[CH:32]=[C:31]([N+:33]([O-:35])=[O:34])[CH:30]=[CH:29][C:13]=1[O:14][C:15]1[CH:20]=[CH:19][N:18]=[C:17]2[CH:21]=[C:22](C(N(C)C)=O)[S:23][C:16]=12. No catalyst specified. The product is [F:11][C:12]1[CH:32]=[C:31]([N+:33]([O-:35])=[O:34])[CH:30]=[CH:29][C:13]=1[O:14][C:15]1[CH:20]=[CH:19][N:18]=[C:17]2[CH:21]=[CH:22][S:23][C:16]=12. The yield is 0.450.